From a dataset of NCI-60 drug combinations with 297,098 pairs across 59 cell lines. Regression. Given two drug SMILES strings and cell line genomic features, predict the synergy score measuring deviation from expected non-interaction effect. (1) Drug 1: C1=CC(=CC=C1C#N)C(C2=CC=C(C=C2)C#N)N3C=NC=N3. Drug 2: CC=C1C(=O)NC(C(=O)OC2CC(=O)NC(C(=O)NC(CSSCCC=C2)C(=O)N1)C(C)C)C(C)C. Cell line: SR. Synergy scores: CSS=54.8, Synergy_ZIP=1.98, Synergy_Bliss=0.375, Synergy_Loewe=-48.6, Synergy_HSA=-2.26. (2) Drug 1: C#CCC(CC1=CN=C2C(=N1)C(=NC(=N2)N)N)C3=CC=C(C=C3)C(=O)NC(CCC(=O)O)C(=O)O. Drug 2: CS(=O)(=O)OCCCCOS(=O)(=O)C. Cell line: MDA-MB-435. Synergy scores: CSS=8.44, Synergy_ZIP=-1.83, Synergy_Bliss=-3.64, Synergy_Loewe=-22.7, Synergy_HSA=-7.67. (3) Drug 1: CC1=C(C=C(C=C1)NC(=O)C2=CC=C(C=C2)CN3CCN(CC3)C)NC4=NC=CC(=N4)C5=CN=CC=C5. Drug 2: C1CNP(=O)(OC1)N(CCCl)CCCl. Cell line: NCI-H460. Synergy scores: CSS=-0.413, Synergy_ZIP=2.07, Synergy_Bliss=2.37, Synergy_Loewe=-0.872, Synergy_HSA=-0.433.